This data is from Forward reaction prediction with 1.9M reactions from USPTO patents (1976-2016). The task is: Predict the product of the given reaction. (1) Given the reactants [F:1][C:2]1[CH:3]=[C:4]([N:9]2[CH2:13][C@H:12]([CH2:14][NH:15][C:16](=[O:18])[CH3:17])[O:11][C:10]2=[O:19])[CH:5]=[CH:6][C:7]=1I.C[Sn](C)(C)[C:22]1[S:26][C:25]([C:27]2[CH2:31][CH:30]([CH2:32][OH:33])[O:29][N:28]=2)=[CH:24][CH:23]=1.O1C=CC=C1P(C1OC=CC=1)C1OC=CC=1, predict the reaction product. The product is: [F:1][C:2]1[CH:3]=[C:4]([N:9]2[CH2:13][C@H:12]([CH2:14][NH:15][C:16](=[O:18])[CH3:17])[O:11][C:10]2=[O:19])[CH:5]=[CH:6][C:7]=1[C:22]1[S:26][C:25]([C:27]2[CH2:31][CH:30]([CH2:32][OH:33])[O:29][N:28]=2)=[CH:24][CH:23]=1. (2) Given the reactants [CH3:1][C@H:2]([C:15]([OH:17])=[O:16])[C:3]1[CH:4]=[CH:5][C:6]2[CH:7]=[C:8]([O:13][CH3:14])[CH:9]=[CH:10][C:11]=2[CH:12]=1.[NH:18]1[CH:22]=[CH:21][N:20]=[CH:19]1.[Na:23].[CH:24]1[N:28]([CH2:29][O:30][CH2:31][CH2:32][OH:33])[C:27]2[N:34]=[C:35]([NH2:39])[N:36]=[C:37]([OH:38])[C:26]=2[N:25]=1, predict the reaction product. The product is: [CH:24]1[N:28]([CH2:29][O:30][CH2:31][CH2:32][OH:33])[C:27]2[N:34]=[C:35]([NH2:39])[N:36]=[C:37]([OH:38])[C:26]=2[N:25]=1.[NH:18]1[CH:22]=[CH:21][N:20]=[CH:19]1.[Na:23].[CH3:1][C@H:2]([C:15]([OH:17])=[O:16])[C:3]1[CH:4]=[CH:5][C:6]2[CH:7]=[C:8]([O:13][CH3:14])[CH:9]=[CH:10][C:11]=2[CH:12]=1. (3) Given the reactants Cl.[NH2:2][C@@H:3]1[CH2:8][CH2:7][CH2:6][CH2:5][C@H:4]1[OH:9].C(=O)([O-])[O-].[K+].[K+].[Cl:16][C:17]1[N:22]=[C:21](Cl)[C:20]([Cl:24])=[CH:19][N:18]=1, predict the reaction product. The product is: [Cl:16][C:17]1[N:22]=[C:21]([NH:2][C@@H:3]2[CH2:8][CH2:7][CH2:6][CH2:5][C@H:4]2[OH:9])[C:20]([Cl:24])=[CH:19][N:18]=1. (4) Given the reactants [CH3:1][C@@H:2]1[O:7][C@H:6]([CH3:8])[CH2:5][N:4]([C:9]2[CH:16]=[C:15]([F:17])[C:14]([C:18]#[C:19][Si](C)(C)C)=[CH:13][C:10]=2[CH:11]=[O:12])[CH2:3]1.Br[C:25]1[CH:30]=[N:29][CH:28]=[CH:27][N:26]=1, predict the reaction product. The product is: [CH3:1][C@H:2]1[O:7][C@@H:6]([CH3:8])[CH2:5][N:4]([C:9]2[CH:16]=[C:15]([F:17])[C:14]([C:18]#[C:19][C:25]3[CH:30]=[N:29][CH:28]=[CH:27][N:26]=3)=[CH:13][C:10]=2[CH:11]=[O:12])[CH2:3]1.